This data is from Reaction yield outcomes from USPTO patents with 853,638 reactions. The task is: Predict the reaction yield, written as a fraction of the theoretical maximum amount of product (1.0 means a 100% yield; for example, 0.34 means a 34% yield). (1) The reactants are [OH:1][CH2:2][C@H:3]1[CH2:8][CH2:7][C@H:6]([OH:9])[CH2:5][CH2:4]1.N1C=CN=C1.[Si:15](Cl)([C:28]([CH3:31])([CH3:30])[CH3:29])([C:22]1[CH:27]=[CH:26][CH:25]=[CH:24][CH:23]=1)[C:16]1[CH:21]=[CH:20][CH:19]=[CH:18][CH:17]=1. The catalyst is CN(C=O)C. The product is [Si:15]([O:1][CH2:2][C@H:3]1[CH2:8][CH2:7][C@H:6]([OH:9])[CH2:5][CH2:4]1)([C:28]([CH3:31])([CH3:30])[CH3:29])([C:22]1[CH:23]=[CH:24][CH:25]=[CH:26][CH:27]=1)[C:16]1[CH:21]=[CH:20][CH:19]=[CH:18][CH:17]=1. The yield is 0.690. (2) The reactants are [N+:1]([C:4]1[CH:12]=[CH:11][C:7]([C:8]([OH:10])=O)=[CH:6][CH:5]=1)([O-:3])=[O:2].[CH3:13][N:14]([CH:16]=O)[CH3:15].C1C=CC2N(O)N=NC=2C=1.C[CH2:29][N:30]=[C:31]=NCCCN(C)C.Cl. The catalyst is O. The product is [CH3:13][N:14]1[CH2:16][CH2:31][N:30]([C:8]([C:7]2[CH:6]=[CH:5][C:4]([N+:1]([O-:3])=[O:2])=[CH:12][CH:11]=2)=[O:10])[CH2:29][CH2:15]1. The yield is 0.950. (3) The reactants are [OH:1][NH:2][C:3]([C:5]1[C:10]([CH3:11])=[CH:9][CH:8]=[CH:7][N:6]=1)=[NH:4].[C:12]1([C:22](O)=O)[C:21]2[C:16](=[CH:17][CH:18]=[CH:19][CH:20]=2)[CH:15]=[CH:14][CH:13]=1. No catalyst specified. The product is [CH3:11][C:10]1[C:5]([C:3]2[N:4]=[C:22]([C:12]3[C:21]4[C:16](=[CH:17][CH:18]=[CH:19][CH:20]=4)[CH:15]=[CH:14][CH:13]=3)[O:1][N:2]=2)=[N:6][CH:7]=[CH:8][CH:9]=1. The yield is 0.320. (4) The reactants are BrC1SC2C=C(C(OCC)=O)C=CC=2N=1.FC1(F)CCNCC1.C([O-])([O-])=O.[Cs+].[Cs+].[F:30][C:31]1([F:51])[CH2:36][CH2:35][N:34]([C:37]2[S:38][C:39]3[CH:45]=[C:44]([C:46]([O:48]CC)=[O:47])[CH:43]=[CH:42][C:40]=3[N:41]=2)[CH2:33][CH2:32]1.Cl. The catalyst is CC#N.O. The product is [F:51][C:31]1([F:30])[CH2:36][CH2:35][N:34]([C:37]2[S:38][C:39]3[CH:45]=[C:44]([C:46]([OH:48])=[O:47])[CH:43]=[CH:42][C:40]=3[N:41]=2)[CH2:33][CH2:32]1. The yield is 0.990. (5) The reactants are [O:1]1[CH:5]=[CH:4][N:3]=[CH:2]1.[C:6]([O:10][C:11]([N:13]1[CH2:17][CH2:16][CH2:15][C@@H:14]1[CH2:18][O:19][C:20]1[CH:25]=[CH:24][C:23]([CH2:26][C:27]2[CH:32]=[CH:31][C:30](I)=[CH:29][CH:28]=2)=[CH:22][CH:21]=1)=[O:12])([CH3:9])([CH3:8])[CH3:7]. No catalyst specified. The product is [C:6]([O:10][C:11]([N:13]1[CH2:17][CH2:16][CH2:15][C@@H:14]1[CH2:18][O:19][C:20]1[CH:21]=[CH:22][C:23]([CH2:26][C:27]2[CH:28]=[CH:29][C:30]([C:2]3[O:1][CH:5]=[CH:4][N:3]=3)=[CH:31][CH:32]=2)=[CH:24][CH:25]=1)=[O:12])([CH3:9])([CH3:7])[CH3:8]. The yield is 0.230.